From a dataset of Full USPTO retrosynthesis dataset with 1.9M reactions from patents (1976-2016). Predict the reactants needed to synthesize the given product. (1) Given the product [CH2:6]([NH:5][C:4]([NH:3][N:2]([CH2:14][C:15]([OH:17])=[O:16])[CH3:1])=[O:13])[C:7]1[CH:8]=[CH:9][CH:10]=[CH:11][CH:12]=1, predict the reactants needed to synthesize it. The reactants are: [CH3:1][N:2]([CH2:14][C:15]([O:17]CC)=[O:16])[NH:3][C:4](=[O:13])[NH:5][CH2:6][C:7]1[CH:12]=[CH:11][CH:10]=[CH:9][CH:8]=1.O.[OH-].[Li+]. (2) Given the product [CH2:20]([C:19]([C:16]1[CH:17]=[CH:18][C:13]([C:10]2[CH:11]=[CH:12][C:7]([CH2:6][C:5]([OH:42])=[O:4])=[C:8]([F:41])[CH:9]=2)=[C:14]([CH3:40])[CH:15]=1)([C:22]1[CH:27]=[CH:26][C:25]([CH2:28][CH2:29][C:30]2([OH:36])[CH2:35][CH2:34][CH2:33][CH2:32][CH2:31]2)=[C:24]([CH3:37])[CH:23]=1)[CH2:38][CH3:39])[CH3:21], predict the reactants needed to synthesize it. The reactants are: [OH-].[Na+].C[O:4][C:5](=[O:42])[CH2:6][C:7]1[CH:12]=[CH:11][C:10]([C:13]2[CH:18]=[CH:17][C:16]([C:19]([CH2:38][CH3:39])([C:22]3[CH:27]=[CH:26][C:25]([CH2:28][CH2:29][C:30]4([OH:36])[CH2:35][CH2:34][CH2:33][CH2:32][CH2:31]4)=[C:24]([CH3:37])[CH:23]=3)[CH2:20][CH3:21])=[CH:15][C:14]=2[CH3:40])=[CH:9][C:8]=1[F:41].[Cl-].[NH4+]. (3) Given the product [Br:1][C:2]1[CH:3]=[C:4]2[C:9](=[CH:10][CH:11]=1)[CH:8]=[C:7]([S:12]([CH2:21][CH2:20][C:19]([O:23][CH3:24])=[O:22])(=[O:14])=[O:13])[CH:6]=[CH:5]2, predict the reactants needed to synthesize it. The reactants are: [Br:1][C:2]1[CH:3]=[C:4]2[C:9](=[CH:10][CH:11]=1)[CH:8]=[C:7]([S:12](Cl)(=[O:14])=[O:13])[CH:6]=[CH:5]2.[BH4-].[Na+].Cl.[C:19]([O:23][CH3:24])(=[O:22])[CH:20]=[CH2:21].